This data is from Catalyst prediction with 721,799 reactions and 888 catalyst types from USPTO. The task is: Predict which catalyst facilitates the given reaction. (1) Reactant: [NH2:1][C:2]1[CH:7]=[C:6]([C:8]2[S:12][C:11]([C:13]3[CH:14]=[C:15]4[C:19](=[CH:20][CH:21]=3)[C:18](=[O:22])[N:17]([CH3:23])[CH2:16]4)=[CH:10][CH:9]=2)[CH:5]=[CH:4][N:3]=1.[F:24][C:25]1[CH:30]=[C:29]([F:31])[CH:28]=[CH:27][C:26]=1[S:32](Cl)(=[O:34])=[O:33]. Product: [F:24][C:25]1[CH:30]=[C:29]([F:31])[CH:28]=[CH:27][C:26]=1[S:32]([NH:1][C:2]1[CH:7]=[C:6]([C:8]2[S:12][C:11]([C:13]3[CH:14]=[C:15]4[C:19](=[CH:20][CH:21]=3)[C:18](=[O:22])[N:17]([CH3:23])[CH2:16]4)=[CH:10][CH:9]=2)[CH:5]=[CH:4][N:3]=1)(=[O:34])=[O:33]. The catalyst class is: 61. (2) Reactant: [OH:1][CH2:2][C:3]1[S:4][CH:5]=[CH:6][C:7]=1[S:8]([N:11]([CH3:26])[C:12]1[CH:13]=[CH:14][CH:15]=[C:16]2[C:20]=1[NH:19][C:18]([C:21]1[S:22][CH:23]=[CH:24][N:25]=1)=[CH:17]2)(=[O:10])=[O:9].CC(OI1(OC(C)=O)(OC(C)=O)OC(=O)C2C=CC=CC1=2)=O.C(=O)([O-])O.[Na+]. Product: [CH:2]([C:3]1[S:4][CH:5]=[CH:6][C:7]=1[S:8]([N:11]([CH3:26])[C:12]1[CH:13]=[CH:14][CH:15]=[C:16]2[C:20]=1[NH:19][C:18]([C:21]1[S:22][CH:23]=[CH:24][N:25]=1)=[CH:17]2)(=[O:10])=[O:9])=[O:1]. The catalyst class is: 10. (3) Reactant: [CH:1]1([CH2:7][CH2:8][CH2:9][C@@H:10]([C:19]2[O:23][N:22]=[C:21]([C:24]([N:26]3[CH2:30][CH2:29][CH2:28][CH2:27]3)=[O:25])[N:20]=2)[CH2:11][C:12]([O:14]C(C)(C)C)=[O:13])[CH2:6][CH2:5][CH2:4][CH2:3][CH2:2]1.FC(F)(F)C(O)=O. Product: [CH:1]1([CH2:7][CH2:8][CH2:9][C@@H:10]([C:19]2[O:23][N:22]=[C:21]([C:24]([N:26]3[CH2:30][CH2:29][CH2:28][CH2:27]3)=[O:25])[N:20]=2)[CH2:11][C:12]([OH:14])=[O:13])[CH2:2][CH2:3][CH2:4][CH2:5][CH2:6]1. The catalyst class is: 4. (4) Reactant: C[N:2](C)/[CH:3]=[C:4](\[CH2:24][CH3:25])/[C:5]([C:7]1[C:12](=[O:13])[CH:11]=[CH:10][N:9]([C:14]2[CH:19]=[CH:18][CH:17]=[C:16]([S:20]([CH3:23])(=[O:22])=[O:21])[CH:15]=2)[N:8]=1)=O.[C:27]1([NH:33]N)[CH:32]=[CH:31][CH:30]=[CH:29][CH:28]=1. Product: [CH2:24]([C:4]1[CH:3]=[N:2][N:33]([C:27]2[CH:32]=[CH:31][CH:30]=[CH:29][CH:28]=2)[C:5]=1[C:7]1[C:12](=[O:13])[CH:11]=[CH:10][N:9]([C:14]2[CH:19]=[CH:18][CH:17]=[C:16]([S:20]([CH3:23])(=[O:22])=[O:21])[CH:15]=2)[N:8]=1)[CH3:25]. The catalyst class is: 640. (5) Reactant: [O:1]1[CH2:6][CH2:5][CH:4]([C:7]([O-:9])=[O:8])[CH2:3][CH2:2]1.[CH3:10]C1C=CC(S(O)(=O)=O)=CC=1. Product: [O:1]1[CH2:6][CH2:5][CH:4]([C:7]([O:9][CH3:10])=[O:8])[CH2:3][CH2:2]1. The catalyst class is: 5. (6) Reactant: [CH3:1][C:2]1[N:3]=[C:4]2[CH:12]=[CH:11][CH:10]=[C:9]3[N:5]2[C:6]=1[C:7](=[O:13])[NH:8]3.[H-].[Na+].Br[CH2:17][CH2:18][CH2:19][CH2:20][CH2:21][N:22]1[C:26](=[O:27])[C:25]2=[CH:28][CH:29]=[CH:30][CH:31]=[C:24]2[C:23]1=[O:32].O. Product: [CH3:1][C:2]1[N:3]=[C:4]2[CH:12]=[CH:11][CH:10]=[C:9]3[N:5]2[C:6]=1[C:7](=[O:13])[N:8]3[CH2:17][CH2:18][CH2:19][CH2:20][CH2:21][N:22]1[C:23](=[O:32])[C:24]2=[CH:31][CH:30]=[CH:29][CH:28]=[C:25]2[C:26]1=[O:27]. The catalyst class is: 3. (7) Reactant: [CH2:1]([O:3][C:4](=[O:18])[C:5]([O:8][C:9]1[CH:14]=[CH:13][C:12]([Br:15])=[CH:11][C:10]=1[CH:16]=O)([CH3:7])[CH3:6])[CH3:2].[CH3:19][Si:20]([N-][Si:20]([CH3:22])([CH3:21])[CH3:19])([CH3:22])[CH3:21].[Li+].C[Si](Cl)(C)C.[CH2:34]([N:36](CC)CC)[CH3:35].C(Cl)(=[O:43])C. Product: [Br:15][C:12]1[CH:13]=[CH:14][C:9]([O:8][C:5]([C:4]([O:3][CH2:1][CH3:2])=[O:18])([CH3:7])[CH3:6])=[C:10]([CH:16]=[N:36][C:34]([O:43][Si:20]([CH3:22])([CH3:21])[CH3:19])=[CH2:35])[CH:11]=1. The catalyst class is: 165. (8) Reactant: C([C@H:3]([S:7]([C:27]1[CH:32]=[CH:31][CH:30]=[CH:29][CH:28]=1)(=[N:9][C:10]([C:12]1[CH:13]=[N:14][CH:15]=[C:16]([C:18]#[C:19][C:20]2[CH:25]=[CH:24][CH:23]=[C:22]([OH:26])[CH:21]=2)[CH:17]=1)=[O:11])=[O:8])[C:4]([O-:6])=O)C.[CH2:33]([N:35]([CH2:39][CH3:40])[CH2:36][CH2:37][NH2:38])[CH3:34]. Product: [CH2:33]([N:35]([CH2:39][CH3:40])[CH2:36][CH2:37][NH:38][C:4](=[O:6])[CH2:3][S@:7](=[O:8])([C:27]1[CH:28]=[CH:29][CH:30]=[CH:31][CH:32]=1)=[N:9][C:10](=[O:11])[C:12]1[CH:17]=[C:16]([C:18]#[C:19][C:20]2[CH:25]=[CH:24][CH:23]=[C:22]([OH:26])[CH:21]=2)[CH:15]=[N:14][CH:13]=1)[CH3:34]. The catalyst class is: 5.